Dataset: Forward reaction prediction with 1.9M reactions from USPTO patents (1976-2016). Task: Predict the product of the given reaction. (1) Given the reactants [F:1][C:2]1[C:10]([O:11][CH3:12])=[C:9]([O:13][CH3:14])[CH:8]=[C:7]([NH:15][C:16]([NH2:18])=[O:17])[C:3]=1[C:4](N)=[O:5].Cl, predict the reaction product. The product is: [F:1][C:2]1[C:10]([O:11][CH3:12])=[C:9]([O:13][CH3:14])[CH:8]=[C:7]2[C:3]=1[C:4](=[O:5])[NH:18][C:16](=[O:17])[NH:15]2. (2) Given the reactants [Cl:1][C:2]1[CH:3]=[N:4][C:5]2[N:6]([N:8]=[C:9]([C:11]([OH:13])=O)[CH:10]=2)[CH:7]=1.[N:14]1[CH:19]=[CH:18][C:17]([C:20]2[N:24]3[CH2:25][CH2:26][NH:27][CH2:28][C:23]3=[N:22][N:21]=2)=[N:16][CH:15]=1, predict the reaction product. The product is: [Cl:1][C:2]1[CH:3]=[N:4][C:5]2[N:6]([N:8]=[C:9]([C:11]([N:27]3[CH2:26][CH2:25][N:24]4[C:20]([C:17]5[CH:18]=[CH:19][N:14]=[CH:15][N:16]=5)=[N:21][N:22]=[C:23]4[CH2:28]3)=[O:13])[CH:10]=2)[CH:7]=1. (3) Given the reactants [CH3:1][O:2][C:3]1[CH:4]=[C:5]([C:13]2[CH:22]=[C:21]3[C:16]([CH:17]=[CH:18][CH:19]=[N:20]3)=[C:15](OS(C(F)(F)F)(=O)=O)[N:14]=2)[CH:6]=[C:7]([O:11][CH3:12])[C:8]=1[O:9][CH3:10].[NH2:31][CH2:32][C:33]1[O:37][C:36](=[O:38])[NH:35][N:34]=1.C(NC(C)C)(C)C, predict the reaction product. The product is: [CH3:1][O:2][C:3]1[CH:4]=[C:5]([C:13]2[CH:22]=[C:21]3[C:16]([CH:17]=[CH:18][CH:19]=[N:20]3)=[C:15]([NH:31][CH2:32][C:33]3[O:37][C:36](=[O:38])[NH:35][N:34]=3)[N:14]=2)[CH:6]=[C:7]([O:11][CH3:12])[C:8]=1[O:9][CH3:10]. (4) Given the reactants Br[CH2:2][CH2:3][CH2:4][CH2:5][C:6]#[N:7].[OH:8][C:9]1[CH:18]=[CH:17][C:12]([C:13]([O:15]C)=[O:14])=[CH:11][CH:10]=1.C(=O)([O-])[O-].[K+].[K+].[OH-].[Na+].Cl, predict the reaction product. The product is: [C:6]([CH2:5][CH2:4][CH2:3][CH2:2][O:8][C:9]1[CH:18]=[CH:17][C:12]([C:13]([OH:15])=[O:14])=[CH:11][CH:10]=1)#[N:7]. (5) Given the reactants [OH:1][CH2:2][CH2:3][C@H:4]1[CH2:13][CH2:12][C:11]2[CH:10]=[C:9]([C@H:14]3[CH2:23][CH2:22][C@@:16]4([NH:20][C:19](=[O:21])[O:18][CH2:17]4)[CH2:15]3)[CH:8]=[CH:7][C:6]=2[CH2:5]1.[C:24]1([CH3:34])[CH:29]=[CH:28][C:27]([S:30](Cl)(=[O:32])=[O:31])=[CH:26][CH:25]=1, predict the reaction product. The product is: [CH3:34][C:24]1[CH:29]=[CH:28][C:27]([S:30]([O:1][CH2:2][CH2:3][C@H:4]2[CH2:13][CH2:12][C:11]3[C:6](=[CH:7][CH:8]=[C:9]([C@H:14]4[CH2:23][CH2:22][C@@:16]5([NH:20][C:19](=[O:21])[O:18][CH2:17]5)[CH2:15]4)[CH:10]=3)[CH2:5]2)(=[O:32])=[O:31])=[CH:26][CH:25]=1. (6) Given the reactants FC(F)(F)C1C=CC(CBr)=CC=1.Cl[CH2:14][C:15]1[C:16]([CH3:21])=[N:17][O:18][C:19]=1[CH3:20].[CH3:22][C:23]1[N:24]=[C:25]([N:38]2[C:42](=[O:43])[NH:41][N:40]=[CH:39]2)[S:26][C:27]=1[C:28]([NH:30][CH2:31][C:32]1[CH:33]=[N:34][CH:35]=[CH:36][CH:37]=1)=[O:29], predict the reaction product. The product is: [CH3:21][C:16]1[C:15]([CH2:14][N:41]2[C:42](=[O:43])[N:38]([C:25]3[S:26][C:27]([C:28]([NH:30][CH2:31][C:32]4[CH:33]=[N:34][CH:35]=[CH:36][CH:37]=4)=[O:29])=[C:23]([CH3:22])[N:24]=3)[CH:39]=[N:40]2)=[C:19]([CH3:20])[O:18][N:17]=1. (7) Given the reactants I[CH2:2][C:3]1[N:4]=[C:5]([C@H:8]([NH:10][C:11](=[O:17])[O:12][C:13]([CH3:16])([CH3:15])[CH3:14])[CH3:9])[O:6][CH:7]=1.[BH3-]C#N.[Na+], predict the reaction product. The product is: [CH3:2][C:3]1[N:4]=[C:5]([C@H:8]([NH:10][C:11](=[O:17])[O:12][C:13]([CH3:16])([CH3:15])[CH3:14])[CH3:9])[O:6][CH:7]=1.